From a dataset of Reaction yield outcomes from USPTO patents with 853,638 reactions. Predict the reaction yield, written as a fraction of the theoretical maximum amount of product (1.0 means a 100% yield; for example, 0.34 means a 34% yield). (1) No catalyst specified. The reactants are Cl.[F:2][CH:3]1[CH2:8][CH2:7][NH:6][CH2:5][CH2:4]1.Br[CH2:10][CH2:11][Cl:12]. The product is [Cl:12][CH2:11][CH2:10][N:6]1[CH2:7][CH2:8][CH:3]([F:2])[CH2:4][CH2:5]1. The yield is 0.210. (2) The yield is 0.210. The reactants are C(OC([N:8]1[CH2:13][CH:12]=[C:11]([C:14]2[CH:19]=[CH:18][C:17]([NH:20][C:21](=[O:27])[CH:22]([CH2:25][CH3:26])[CH2:23][CH3:24])=[CH:16][C:15]=2[F:28])[CH2:10][CH2:9]1)=O)(C)(C)C.Cl.Cl[CH:31]([C:39]1[CH:44]=[CH:43][CH:42]=[CH:41][CH:40]=1)[C:32]([N:34]([CH2:37][CH3:38])[CH2:35][CH3:36])=[O:33].C([O-])([O-])=O.[K+].[K+]. The product is [CH2:35]([N:34]([CH2:37][CH3:38])[C:32]([CH:31]([C:39]1[CH:44]=[CH:43][CH:42]=[CH:41][CH:40]=1)[N:8]1[CH2:9][CH:10]=[C:11]([C:14]2[CH:19]=[CH:18][C:17]([NH:20][C:21](=[O:27])[CH:22]([CH2:23][CH3:24])[CH2:25][CH3:26])=[CH:16][C:15]=2[F:28])[CH2:12][CH2:13]1)=[O:33])[CH3:36]. The catalyst is CO. (3) The reactants are O[CH2:2][C:3]1[CH:24]=[CH:23][C:6]([O:7][CH2:8][C:9]2[N:10]=[C:11]([C:15]3[CH:16]=[C:17]([CH:20]=[CH:21][CH:22]=3)[C:18]#[N:19])[O:12][C:13]=2[CH3:14])=[C:5]([O:25][CH3:26])[CH:4]=1.S(Cl)([Cl:29])=O. The catalyst is C1(C)C=CC=CC=1. The product is [Cl:29][CH2:2][C:3]1[CH:24]=[CH:23][C:6]([O:7][CH2:8][C:9]2[N:10]=[C:11]([C:15]3[CH:16]=[C:17]([CH:20]=[CH:21][CH:22]=3)[C:18]#[N:19])[O:12][C:13]=2[CH3:14])=[C:5]([O:25][CH3:26])[CH:4]=1. The yield is 0.980.